From a dataset of Full USPTO retrosynthesis dataset with 1.9M reactions from patents (1976-2016). Predict the reactants needed to synthesize the given product. (1) Given the product [Cl:1][C:2]1[CH:3]=[CH:4][CH:5]=[C:6]2[C:11]=1[O:10][C:9](=[O:12])[C:8]([C:13]1[N:14]=[C:15]([N:18]([C:19]3[CH:24]=[C:23]([CH3:25])[CH:22]=[C:21]([CH3:26])[CH:20]=3)[CH3:29])[S:16][CH:17]=1)=[CH:7]2, predict the reactants needed to synthesize it. The reactants are: [Cl:1][C:2]1[CH:3]=[CH:4][CH:5]=[C:6]2[C:11]=1[O:10][C:9](=[O:12])[C:8]([C:13]1[N:14]=[C:15]([NH:18][C:19]3[CH:24]=[C:23]([CH3:25])[CH:22]=[C:21]([CH3:26])[CH:20]=3)[S:16][CH:17]=1)=[CH:7]2.[H-].[Na+].[CH3:29]I. (2) Given the product [NH2:15][C:7]1[C:6]([C:4]([C:20]2[CH:21]=[C:22]([F:24])[CH:23]=[CH:18][C:19]=2[C:25]([F:26])([F:27])[F:28])=[O:5])=[CH:11][N:10]=[C:9]([S:12][CH2:13][CH3:14])[N:8]=1, predict the reactants needed to synthesize it. The reactants are: CON(C)[C:4]([C:6]1[C:7]([NH2:15])=[N:8][C:9]([S:12][CH2:13][CH3:14])=[N:10][CH:11]=1)=[O:5].Br[C:18]1[CH:23]=[C:22]([F:24])[CH:21]=[CH:20][C:19]=1[C:25]([F:28])([F:27])[F:26]. (3) Given the product [Cl:1][C:2]1[CH:6]=[C:5]([Cl:24])[N:4]([S:7]([N:10]([CH3:12])[CH3:11])(=[O:9])=[O:8])[N:3]=1, predict the reactants needed to synthesize it. The reactants are: [Cl:1][C:2]1[CH:6]=[CH:5][N:4]([S:7]([N:10]([CH3:12])[CH3:11])(=[O:9])=[O:8])[N:3]=1.C([Li])CCC.C1CCCCC1.[Cl:24]C(Cl)(Cl)C(Cl)(Cl)Cl. (4) Given the product [Br:1][CH:2]([C:6]12[CH2:15][CH:10]3[CH2:11][CH:12]([CH2:14][C:8]([OH:16])([CH2:9]3)[CH2:7]1)[CH2:13]2)[C:3]([OH:5])=[O:4], predict the reactants needed to synthesize it. The reactants are: [Br:1][CH:2]([C:6]12[CH2:15][CH:10]3[CH2:11][CH:12]([CH2:14][CH:8]([CH2:9]3)[CH2:7]1)[CH2:13]2)[C:3]([OH:5])=[O:4].[OH:16]S(O)(=O)=O.[N+]([O-])(O)=O. (5) Given the product [CH3:22][C:19]1([CH3:23])[CH2:20][O:21][B:16]([C:2]2[CH:3]=[CH:4][C:5]([O:14][CH3:15])=[C:6]([C:8]3[CH:9]=[N:10][CH:11]=[CH:12][CH:13]=3)[CH:7]=2)[O:17][CH2:18]1, predict the reactants needed to synthesize it. The reactants are: Br[C:2]1[CH:3]=[CH:4][C:5]([O:14][CH3:15])=[C:6]([C:8]2[CH:9]=[N:10][CH:11]=[CH:12][CH:13]=2)[CH:7]=1.[B:16]1([B:16]2[O:21][CH2:20][C:19]([CH3:23])([CH3:22])[CH2:18][O:17]2)[O:21][CH2:20][C:19]([CH3:23])([CH3:22])[CH2:18][O:17]1. (6) Given the product [F:17][C:16]1[CH:15]=[C:14]([F:18])[CH:13]=[C:12]([F:19])[C:11]=1[CH2:5][C:4](=[O:3])[CH3:20], predict the reactants needed to synthesize it. The reactants are: [Cl-].[Li+].[O:3]=[C:4]([CH3:20])[CH:5]([C:11]1[C:16]([F:17])=[CH:15][C:14]([F:18])=[CH:13][C:12]=1[F:19])C(OCC)=O.O. (7) Given the product [N:8]1[CH:9]=[CH:10][CH:11]=[C:6]([CH:4]([OH:5])[CH3:13])[N:7]=1, predict the reactants needed to synthesize it. The reactants are: CON(C)[C:4]([C:6]1[N:7]=[N:8][CH:9]=[CH:10][CH:11]=1)=[O:5].[CH3:13]C(O)=O.OO. (8) Given the product [CH:22]1[C:21]2[CH:20]([CH2:27][O:28][NH:5][CH2:1][C:2]([NH:44][C@H:45]3[CH2:68][CH2:67][C@@:66]4([CH3:69])[C@H:47]([CH2:48][CH2:49][C@@H:50]5[C@@H:65]4[CH2:64][C:63](=[O:70])[C@@:62]4([CH3:71])[C@H:51]5[CH2:52][CH2:53][C@@H:54]4[C@H:55]([CH3:61])[CH2:56][CH2:57][C:58]([OH:60])=[O:59])[CH2:46]3)=[O:38])[C:18]3[C:17](=[CH:16][CH:15]=[CH:14][CH:19]=3)[C:26]=2[CH:25]=[CH:24][CH:23]=1, predict the reactants needed to synthesize it. The reactants are: [CH2:1]([N:5](CCCC)CCCC)[CH2:2]CC.[CH:14]1[CH:19]=[C:18]2[CH:20]([CH2:27][O:28]C(NCC(O)=O)=O)[C:21]3[C:26]([C:17]2=[CH:16][CH:15]=1)=[CH:25][CH:24]=[CH:23][CH:22]=3.ClC(OCC(C)C)=[O:38].[NH2:44][C@H:45]1[CH2:68][CH2:67][C@@:66]2([CH3:69])[C@H:47]([CH2:48][CH2:49][C@@H:50]3[C@@H:65]2[CH2:64][C:63](=[O:70])[C@@:62]2([CH3:71])[C@H:51]3[CH2:52][CH2:53][C@@H:54]2[C@H:55]([CH3:61])[CH2:56][CH2:57][C:58]([OH:60])=[O:59])[CH2:46]1. (9) Given the product [CH3:54][O:55][C:56]1[CH:65]=[C:64]2[C:59]([C@H:60]([CH2:75][CH:18]=[CH:17][CH2:16][CH2:15][CH2:14][CH2:13][CH2:12][CH:6]([CH2:5][CH2:4][CH2:3][C:2]([F:23])([F:1])[C:19]([F:20])([F:21])[F:22])[C:7]([O:9][CH2:10][CH3:11])=[O:8])[C@@:61]([C:67]3[CH:68]=[CH:69][C:70]([O:73][CH3:74])=[CH:71][CH:72]=3)([CH3:66])[CH2:62][S:63]2)=[CH:58][CH:57]=1, predict the reactants needed to synthesize it. The reactants are: [F:1][C:2]([F:23])([C:19]([F:22])([F:21])[F:20])[CH2:3][CH2:4][CH2:5][CH:6]([CH2:12][CH2:13][CH2:14][CH2:15][CH2:16][CH:17]=[CH2:18])[C:7]([O:9][CH2:10][CH3:11])=[O:8].ICCCC(F)(F)C(F)(F)F.C(OCC)(=O)CC(OCC)=O.ICCCCCC=C.[CH3:54][O:55][C:56]1[CH:65]=[C:64]2[C:59]([C@H:60]([CH2:75]C=C)[C@@:61]([C:67]3[CH:72]=[CH:71][C:70]([O:73][CH3:74])=[CH:69][CH:68]=3)([CH3:66])[CH2:62][S:63]2)=[CH:58][CH:57]=1.